Dataset: Full USPTO retrosynthesis dataset with 1.9M reactions from patents (1976-2016). Task: Predict the reactants needed to synthesize the given product. (1) The reactants are: Br[C:2]1[CH:9]=[CH:8][CH:7]=[C:6]([F:10])[C:3]=1[CH:4]=[O:5].C(N([CH2:16][CH3:17])CC)C.[CH3:18]N(C)C=O. Given the product [F:10][C:6]1[CH:7]=[CH:8][CH:9]=[C:2]([C:18]#[C:16][CH3:17])[C:3]=1[CH:4]=[O:5], predict the reactants needed to synthesize it. (2) Given the product [NH2:16][C:17]([NH2:30])([C:24]1[CH:25]=[CH:26][CH:27]=[CH:28][CH:29]=1)[C:18]1[CH:23]=[CH:22][CH:21]=[CH:20][CH:19]=1, predict the reactants needed to synthesize it. The reactants are: C1C(CC2CCC(N)CC2)CCC(N)C1.[NH2:16][C:17]([NH2:30])([CH:24]1[CH2:29][CH2:28][CH2:27][CH2:26][CH2:25]1)[CH:18]1[CH2:23][CH2:22][CH2:21][CH2:20][CH2:19]1.